From a dataset of Catalyst prediction with 721,799 reactions and 888 catalyst types from USPTO. Predict which catalyst facilitates the given reaction. (1) Reactant: [OH:1][C:2]1[CH:7]=[CH:6][C:5]([S:8]([N:11]([C:26]2[CH:31]=[CH:30][C:29]([O:32][CH2:33][CH2:34][N:35]3[CH2:39][CH2:38][CH2:37][CH2:36]3)=[CH:28][CH:27]=2)[CH2:12][C:13]2[CH:18]=[CH:17][C:16]([O:19]C3CCCCO3)=[CH:15][CH:14]=2)(=[O:10])=[O:9])=[CH:4][CH:3]=1.Cl.O. Product: [OH:1][C:2]1[CH:3]=[CH:4][C:5]([S:8]([N:11]([CH2:12][C:13]2[CH:14]=[CH:15][C:16]([OH:19])=[CH:17][CH:18]=2)[C:26]2[CH:27]=[CH:28][C:29]([O:32][CH2:33][CH2:34][N:35]3[CH2:36][CH2:37][CH2:38][CH2:39]3)=[CH:30][CH:31]=2)(=[O:9])=[O:10])=[CH:6][CH:7]=1. The catalyst class is: 5. (2) Reactant: [C:1]([O:5][C:6]([N:8]1[CH2:22][CH2:21][C:11]2[N:12]([CH3:20])[C:13]3[CH:14]=[C:15](Br)[CH:16]=[CH:17][C:18]=3[C:10]=2[CH2:9]1)=[O:7])([CH3:4])([CH3:3])[CH3:2].[CH3:23][O:24][C:25]1[CH:30]=[CH:29][C:28]([C:31]2[CH:36]=[CH:35][NH:34][C:33](=[O:37])[CH:32]=2)=[C:27]([CH3:38])[CH:26]=1.C([O-])([O-])=O.[Cs+].[Cs+].OC1C=CC=C2C=1N=CC=C2. Product: [CH3:23][O:24][C:25]1[CH:30]=[CH:29][C:28]([C:31]2[CH:36]=[CH:35][N:34]([C:15]3[CH:16]=[CH:17][C:18]4[C:10]5[CH2:9][N:8]([C:6]([O:5][C:1]([CH3:4])([CH3:3])[CH3:2])=[O:7])[CH2:22][CH2:21][C:11]=5[N:12]([CH3:20])[C:13]=4[CH:14]=3)[C:33](=[O:37])[CH:32]=2)=[C:27]([CH3:38])[CH:26]=1. The catalyst class is: 846. (3) Reactant: Cl[CH2:2][C:3]1[NH:4][C:5]2[CH:11]=[CH:10][CH:9]=[CH:8][C:6]=2[N:7]=1.[C:12]([O:16][C:17](=[O:24])[NH:18][CH2:19][CH2:20][CH2:21][CH2:22][NH2:23])([CH3:15])([CH3:14])[CH3:13].CCN(C(C)C)C(C)C. Product: [C:12]([O:16][C:17](=[O:24])[NH:18][CH2:19][CH2:20][CH2:21][CH2:22][NH:23][CH2:2][C:3]1[NH:4][C:5]2[CH:11]=[CH:10][CH:9]=[CH:8][C:6]=2[N:7]=1)([CH3:15])([CH3:13])[CH3:14]. The catalyst class is: 23. (4) Reactant: [C:1]1(=[O:7])O[C:4](=[O:5])[CH:3]=[CH:2]1.C(O[C:12](=O)[CH3:13])(=O)C.[CH2:15]([N:17](CC)CC)C.C([O-])(=O)C.[Na+]. Product: [CH2:1]=[CH:2][CH:3]=[CH2:4].[C:1]1(=[O:7])[NH:17][C:4](=[O:5])[CH:3]=[CH:2]1.[C:1]1(=[O:7])[NH:17][C:4](=[O:5])[CH:3]=[CH:2]1.[C:15](#[N:17])[CH:12]=[CH2:13]. The catalyst class is: 22.